Task: Predict the reaction yield, written as a fraction of the theoretical maximum amount of product (1.0 means a 100% yield; for example, 0.34 means a 34% yield).. Dataset: Reaction yield outcomes from USPTO patents with 853,638 reactions (1) The reactants are Cl[CH2:2][C:3]([NH:5][CH2:6][C:7]#[C:8][C:9]1[CH:10]=[C:11]2[C:16](=[CH:17][CH:18]=1)[N:15]=[CH:14][N:13]=[C:12]2[NH:19][C:20]1[CH:25]=[CH:24][C:23]([O:26][C:27]2[CH:28]=[N:29][CH:30]=[CH:31][CH:32]=2)=[C:22]([CH3:33])[CH:21]=1)=[O:4].[CH3:34][NH:35][CH3:36].C1COCC1. The catalyst is CO. The product is [CH3:34][N:35]([CH3:36])[CH2:2][C:3]([NH:5][CH2:6][C:7]#[C:8][C:9]1[CH:10]=[C:11]2[C:16](=[CH:17][CH:18]=1)[N:15]=[CH:14][N:13]=[C:12]2[NH:19][C:20]1[CH:25]=[CH:24][C:23]([O:26][C:27]2[CH:28]=[N:29][CH:30]=[CH:31][CH:32]=2)=[C:22]([CH3:33])[CH:21]=1)=[O:4]. The yield is 0.990. (2) The reactants are [CH3:1][CH:2]([CH2:7][C:8]1[NH:9][C:10]2[C:15]([CH:16]=1)=[CH:14][C:13]([O:17]CC1C=CC=CC=1)=[CH:12][CH:11]=2)[C:3]([O:5][CH3:6])=[O:4]. The catalyst is C(O)C.[Pd]. The product is [OH:17][C:13]1[CH:14]=[C:15]2[C:10](=[CH:11][CH:12]=1)[NH:9][C:8]([CH2:7][CH:2]([CH3:1])[C:3]([O:5][CH3:6])=[O:4])=[CH:16]2. The yield is 0.850.